This data is from Forward reaction prediction with 1.9M reactions from USPTO patents (1976-2016). The task is: Predict the product of the given reaction. (1) Given the reactants [NH2:1][C:2]1[N:7]=[CH:6][N:5]=[C:4]2[N:8]([C:27]3[CH:32]=[CH:31][C:30]([N+:33]([O-:35])=[O:34])=[CH:29][CH:28]=3)[N:9]=[C:10]([C:11]3[CH:16]=[CH:15][C:14]([NH:17]C(=O)OC(C)(C)C)=[C:13]([O:25][CH3:26])[CH:12]=3)[C:3]=12.FC(F)(F)C(O)=O, predict the reaction product. The product is: [NH2:1][C:2]1[N:7]=[CH:6][N:5]=[C:4]2[N:8]([C:27]3[CH:28]=[CH:29][C:30]([N+:33]([O-:35])=[O:34])=[CH:31][CH:32]=3)[N:9]=[C:10]([C:11]3[CH:16]=[CH:15][C:14]([NH2:17])=[C:13]([O:25][CH3:26])[CH:12]=3)[C:3]=12. (2) Given the reactants Cl.[CH3:2][O:3][C:4]1[CH:9]=[CH:8][CH:7]=[CH:6][C:5]=1[C:10]1[C:11]2[C:12]3[CH2:23][CH2:22][NH:21][CH2:20][CH2:19][C:13]=3[NH:14][C:15]=2[CH:16]=[CH:17][CH:18]=1.C([BH3-])#N.[Na+], predict the reaction product. The product is: [CH3:2][O:3][C:4]1[CH:9]=[CH:8][CH:7]=[CH:6][C:5]=1[C:10]1[C:11]2[C@@H:12]3[CH2:23][CH2:22][NH:21][CH2:20][CH2:19][C@@H:13]3[NH:14][C:15]=2[CH:16]=[CH:17][CH:18]=1.